Dataset: Catalyst prediction with 721,799 reactions and 888 catalyst types from USPTO. Task: Predict which catalyst facilitates the given reaction. (1) Reactant: [NH:1]1[CH2:6][CH2:5][CH:4]([N:7]2[C:11]3[CH:12]=[CH:13][CH:14]=[CH:15][C:10]=3[N:9]=[C:8]2[C@@H:16]([NH:18][C:19]2[N:27]=[CH:26][N:25]=[C:24]3[C:20]=2[N:21]=[CH:22][NH:23]3)[CH3:17])[CH2:3][CH2:2]1.[CH3:28][C:29]([CH3:31])=O.C(O[BH-](OC(=O)C)OC(=O)C)(=O)C.[Na+]. Product: [CH:29]([N:1]1[CH2:6][CH2:5][CH:4]([N:7]2[C:11]3[CH:12]=[CH:13][CH:14]=[CH:15][C:10]=3[N:9]=[C:8]2[C@@H:16]([NH:18][C:19]2[N:27]=[CH:26][N:25]=[C:24]3[C:20]=2[N:21]=[CH:22][NH:23]3)[CH3:17])[CH2:3][CH2:2]1)([CH3:31])[CH3:28]. The catalyst class is: 585. (2) Reactant: [C:1]([O:5][C:6](=[O:27])[C:7]([CH3:26])([O:9][C:10]1[CH:15]=[CH:14][CH:13]=[CH:12][C:11]=1[O:16][C:17]1[CH:22]=[CH:21][C:20]([N+:23]([O-])=O)=[CH:19][CH:18]=1)[CH3:8])([CH3:4])([CH3:3])[CH3:2]. Product: [C:1]([O:5][C:6](=[O:27])[C:7]([O:9][C:10]1[CH:15]=[CH:14][CH:13]=[CH:12][C:11]=1[O:16][C:17]1[CH:18]=[CH:19][C:20]([NH2:23])=[CH:21][CH:22]=1)([CH3:26])[CH3:8])([CH3:2])([CH3:3])[CH3:4]. The catalyst class is: 19. (3) Reactant: [N+:1]([CH2:3][S:4]([C:7]1[CH:12]=[CH:11][C:10](C)=[CH:9][CH:8]=1)(=[O:6])=[O:5])#[C-:2].C([O-])([O-])=O.[K+].[K+].Br[CH2:21][CH:22]1[CH2:27][CH2:26][CH2:25][CH2:24][CH2:23]1. Product: [CH:22]1([CH2:21][CH:3]([S:4]([C:7]2[CH:8]=[CH:9][CH:10]=[CH:11][CH:12]=2)(=[O:5])=[O:6])[N+:1]#[C-:2])[CH2:27][CH2:26][CH2:25][CH2:24][CH2:23]1. The catalyst class is: 589. (4) Reactant: Br[CH2:2][C@@:3]([OH:16])([CH3:15])[C:4]([NH:6][C:7]1[CH:12]=[CH:11][C:10]([O:13][CH3:14])=[CH:9][CH:8]=1)=[O:5].C([O-])([O-])=O.[K+].[K+]. Product: [CH3:14][O:13][C:10]1[CH:11]=[CH:12][C:7]([NH:6][C:4]([C@:3]2([CH3:15])[CH2:2][O:16]2)=[O:5])=[CH:8][CH:9]=1. The catalyst class is: 21. (5) Reactant: Cl.[C:2]1([C:8]2([N:18]3[CH2:21][CH2:20][CH2:19]3)[CH2:17][CH2:16][C:11]3(OCC[O:12]3)[CH2:10][CH2:9]2)[CH:7]=[CH:6][CH:5]=[CH:4][CH:3]=1.[OH-].[Na+]. Product: [N:18]1([C:8]2([C:2]3[CH:3]=[CH:4][CH:5]=[CH:6][CH:7]=3)[CH2:9][CH2:10][C:11](=[O:12])[CH2:16][CH2:17]2)[CH2:19][CH2:20][CH2:21]1. The catalyst class is: 21. (6) Reactant: [CH2:1]([N:8]1[C:16]2[C:11](=[N:12][CH:13]=[C:14](Br)[C:15]=2[O:17][CH2:18][C:19]2[CH:24]=[CH:23][C:22]([F:25])=[CH:21][CH:20]=2)[C:10]([CH3:27])=[C:9]1[CH3:28])[C:2]1[CH:7]=[CH:6][CH:5]=[CH:4][CH:3]=1.[Cu][C:30]#[N:31].C(OCC)(=O)C. Product: [CH2:1]([N:8]1[C:16]2[C:11](=[N:12][CH:13]=[C:14]([C:30]#[N:31])[C:15]=2[O:17][CH2:18][C:19]2[CH:24]=[CH:23][C:22]([F:25])=[CH:21][CH:20]=2)[C:10]([CH3:27])=[C:9]1[CH3:28])[C:2]1[CH:7]=[CH:6][CH:5]=[CH:4][CH:3]=1. The catalyst class is: 9. (7) Reactant: Cl[C:2]1[CH:7]=[CH:6][N:5]=[CH:4][C:3]=1[N+:8]([O-:10])=[O:9].[OH:11][C@@H:12]1[CH2:17][CH2:16][CH2:15][NH:14][CH2:13]1.C(N(CC)CC)C. Product: [N+:8]([C:3]1[CH:4]=[N:5][CH:6]=[CH:7][C:2]=1[N:14]1[CH2:15][CH2:16][CH2:17][C@@H:12]([OH:11])[CH2:13]1)([O-:10])=[O:9]. The catalyst class is: 3.